Dataset: Forward reaction prediction with 1.9M reactions from USPTO patents (1976-2016). Task: Predict the product of the given reaction. (1) Given the reactants [OH:1][C:2]1[CH:7]=[CH:6][C:5]([CH:8]=[C:9]([O:13][CH3:14])[C:10]([OH:12])=[O:11])=[CH:4][CH:3]=1.C[O-].[Na+:17].[H][H], predict the reaction product. The product is: [OH:1][C:2]1[CH:3]=[CH:4][C:5]([CH2:8][CH:9]([O:13][CH3:14])[C:10]([O-:12])=[O:11])=[CH:6][CH:7]=1.[Na+:17]. (2) Given the reactants [CH3:1][CH:2]1[CH2:7][CH2:6][CH2:5][N:4]([C:8]2[CH:13]=[CH:12][CH:11]=[CH:10][C:9]=2[N+:14]([O-])=O)[CH2:3]1, predict the reaction product. The product is: [CH3:1][CH:2]1[CH2:7][CH2:6][CH2:5][N:4]([C:8]2[CH:13]=[CH:12][CH:11]=[CH:10][C:9]=2[NH2:14])[CH2:3]1.